This data is from Peptide-MHC class I binding affinity with 185,985 pairs from IEDB/IMGT. The task is: Regression. Given a peptide amino acid sequence and an MHC pseudo amino acid sequence, predict their binding affinity value. This is MHC class I binding data. (1) The peptide sequence is TLYAVATTFV. The MHC is HLA-A02:17 with pseudo-sequence HLA-A02:17. The binding affinity (normalized) is 0.427. (2) The peptide sequence is GLYEAIEEC. The MHC is HLA-A02:01 with pseudo-sequence HLA-A02:01. The binding affinity (normalized) is 0.693. (3) The peptide sequence is LSEEANWAF. The MHC is HLA-A31:01 with pseudo-sequence HLA-A31:01. The binding affinity (normalized) is 0.0847. (4) The MHC is HLA-A02:01 with pseudo-sequence HLA-A02:01. The peptide sequence is LSDHQDLKW. The binding affinity (normalized) is 0.0847. (5) The peptide sequence is LVKMINHLK. The MHC is HLA-A02:06 with pseudo-sequence HLA-A02:06. The binding affinity (normalized) is 0.